Dataset: TCR-epitope binding with 47,182 pairs between 192 epitopes and 23,139 TCRs. Task: Binary Classification. Given a T-cell receptor sequence (or CDR3 region) and an epitope sequence, predict whether binding occurs between them. The epitope is AVFDRKSDAK. The TCR CDR3 sequence is CASGPWTDLNYGYTF. Result: 1 (the TCR binds to the epitope).